From a dataset of Forward reaction prediction with 1.9M reactions from USPTO patents (1976-2016). Predict the product of the given reaction. (1) Given the reactants [F:1][C:2]1[N:7]=[C:6]([C:8]#[N:9])[C:5]([O:10]C2C=CC(OC)=CC=2)=[N:4][CH:3]=1.[N+]([O-])([O-])=O.[Ce+3].[NH4+].[NH4+].[N+]([O-])([O-])=O.[N+]([O-])([O-])=O.[N+]([O-])([O-])=O.[N+]([O-])([O-])=O.C1(C)C=CC=CC=1.S([O-])([O-])(=O)=S.[Na+].[Na+], predict the reaction product. The product is: [F:1][C:2]1[N:7]=[C:6]([C:8]#[N:9])[C:5](=[O:10])[NH:4][CH:3]=1. (2) Given the reactants [Cl:1][C:2]1[C:11]2[C:6](=[CH:7][CH:8]=[CH:9][CH:10]=2)[C:5]([OH:12])=[CH:4][N:3]=1.[F:13][C:14]1[CH:15]=[C:16]([CH:19]=[CH:20][C:21]=1F)[C:17]#[N:18], predict the reaction product. The product is: [Cl:1][C:2]1[C:11]2[C:6](=[CH:7][CH:8]=[CH:9][CH:10]=2)[C:5]([O:12][C:21]2[CH:20]=[CH:19][C:16]([C:17]#[N:18])=[CH:15][C:14]=2[F:13])=[CH:4][N:3]=1. (3) Given the reactants [Cl:1][C:2]1[C:9]([F:10])=[CH:8][CH:7]=[C:6]([F:11])[C:3]=1[CH:4]=[O:5].[CH2:12]1COCC1.C[Mg]Br.[NH4+].[Cl-], predict the reaction product. The product is: [Cl:1][C:2]1[C:9]([F:10])=[CH:8][CH:7]=[C:6]([F:11])[C:3]=1[CH:4]([OH:5])[CH3:12]. (4) Given the reactants [Cl:1][CH2:2][CH2:3][N:4]1[CH2:9][CH2:8]N(S(C)(=O)=O)C[CH2:5]1.[CH2:14]1C2(CNC2)[CH2:16][O:15]1, predict the reaction product. The product is: [Cl:1][CH2:2][CH2:3][N:4]1[CH2:5][C:8]2([CH2:16][O:15][CH2:14]2)[CH2:9]1. (5) Given the reactants ClC1C=C(Cl)C=CC=1C1N=C(CC)C(N[C@@H]2C3C(=CC=CC=3)C[C@@H]2O)=NC=1CC.Br[C:31]1[N:32]=[C:33]([CH2:46][CH3:47])[C:34]([NH:39][C@@H:40]2[CH2:44][O:43][CH2:42][C@H:41]2[OH:45])=[N:35][C:36]=1[CH2:37][CH3:38].[CH3:48][C:49]1[CH:54]=[C:53]([O:55][CH3:56])[CH:52]=[CH:51][C:50]=1B(O)O, predict the reaction product. The product is: [CH2:46]([C:33]1[C:34]([NH:39][C@@H:40]2[CH2:44][O:43][CH2:42][C@H:41]2[OH:45])=[N:35][C:36]([CH2:37][CH3:38])=[C:31]([C:50]2[CH:51]=[CH:52][C:53]([O:55][CH3:56])=[CH:54][C:49]=2[CH3:48])[N:32]=1)[CH3:47]. (6) Given the reactants C([O:8][C:9]1[C:14]2[NH:15][C:16](=[O:18])[S:17][C:13]=2[C:12]([C@@H:19]([OH:46])[CH2:20][NH:21][CH2:22][CH2:23][N:24]([CH2:38][CH2:39][C:40]2[CH:45]=[CH:44][CH:43]=[CH:42][CH:41]=2)[C:25](=[O:37])[CH2:26][CH2:27][O:28][CH2:29][CH2:30][C:31]2[CH:36]=[CH:35][CH:34]=[CH:33][CH:32]=2)=[CH:11][CH:10]=1)C1C=CC=CC=1, predict the reaction product. The product is: [OH:46][C@H:19]([C:12]1[C:13]2[S:17][C:16](=[O:18])[NH:15][C:14]=2[C:9]([OH:8])=[CH:10][CH:11]=1)[CH2:20][NH:21][CH2:22][CH2:23][N:24]([CH2:38][CH2:39][C:40]1[CH:41]=[CH:42][CH:43]=[CH:44][CH:45]=1)[C:25](=[O:37])[CH2:26][CH2:27][O:28][CH2:29][CH2:30][C:31]1[CH:32]=[CH:33][CH:34]=[CH:35][CH:36]=1. (7) Given the reactants [Cl:1][C:2]1[C:10]([C:11]#[N:12])=[CH:9][C:5]([C:6](Cl)=[O:7])=[C:4]([CH3:13])[N:3]=1.[CH:14]1([OH:17])[CH2:16][CH2:15]1.CCN(C(C)C)C(C)C.O, predict the reaction product. The product is: [Cl:1][C:2]1[C:10]([C:11]#[N:12])=[CH:9][C:5]([C:6]([O:17][CH:14]2[CH2:16][CH2:15]2)=[O:7])=[C:4]([CH3:13])[N:3]=1. (8) Given the reactants [OH:1][C:2]1[CH:7]=[CH:6][C:5]([CH2:8][C:9]([OH:11])=[O:10])=[CH:4][CH:3]=1.[C:12]1([C:21]2[C:16](=[CH:17][CH:18]=[CH:19][CH:20]=2)[CH2:15][O:14]1)=[O:13].C[O-].[Na+].Cl, predict the reaction product. The product is: [C:12]([C:21]1[CH:20]=[CH:19][CH:18]=[CH:17][C:16]=1[CH2:15][O:1][C:2]1[CH:3]=[CH:4][C:5]([CH2:8][C:9]([OH:11])=[O:10])=[CH:6][CH:7]=1)([OH:14])=[O:13]. (9) Given the reactants Br[C:2]1[C:10]2[N:9]3[CH2:11][CH2:12][NH:13][C:14](=[O:15])[C:8]3=[C:7]([CH3:16])[C:6]=2[CH:5]=[C:4]([Cl:17])[CH:3]=1.[N:18]1[CH:23]=[CH:22][C:21](B(O)O)=[CH:20][CH:19]=1, predict the reaction product. The product is: [Cl:17][C:4]1[CH:3]=[C:2]([C:21]2[CH:22]=[CH:23][N:18]=[CH:19][CH:20]=2)[C:10]2[N:9]3[CH2:11][CH2:12][NH:13][C:14](=[O:15])[C:8]3=[C:7]([CH3:16])[C:6]=2[CH:5]=1.